Dataset: Forward reaction prediction with 1.9M reactions from USPTO patents (1976-2016). Task: Predict the product of the given reaction. (1) Given the reactants [C:1]([C:5]1[CH:30]=[C:8]2[N:9]=[C:10]([CH3:29])[C:11]([CH:22](CCC)[C:23]([OH:25])=[O:24])=[C:12]([C:13]3[CH:18]=[CH:17][C:16]([CH3:19])=[CH:15][C:14]=3[O:20]C)[N:7]2[N:6]=1)([CH3:4])([CH3:3])[CH3:2].[I-].[Li+].C(OCC)(=O)C, predict the reaction product. The product is: [C:1]([C:5]1[CH:30]=[C:8]2[N:9]=[C:10]([CH3:29])[C:11]([CH2:22][C:23]([OH:25])=[O:24])=[C:12]([C:13]3[CH:18]=[CH:17][C:16]([CH3:19])=[CH:15][C:14]=3[OH:20])[N:7]2[N:6]=1)([CH3:4])([CH3:3])[CH3:2]. (2) Given the reactants [I:1][C:2]1[C:7]([C:8]([OH:10])=O)=[C:6]([O:11][CH3:12])[N:5]=[CH:4][CH:3]=1.CCN(C(C)C)C(C)C.Cl.[CH3:23][O:24][C:25]1[CH:33]=[CH:32][C:28]([CH2:29][NH:30][NH2:31])=[CH:27][CH:26]=1.CCN=C=NCCCN(C)C.Cl.C1C=CC2N(O)N=NC=2C=1, predict the reaction product. The product is: [I:1][C:2]1[C:7]([C:8]([NH:31][NH:30][CH2:29][C:28]2[CH:32]=[CH:33][C:25]([O:24][CH3:23])=[CH:26][CH:27]=2)=[O:10])=[C:6]([O:11][CH3:12])[N:5]=[CH:4][CH:3]=1. (3) Given the reactants F[C:2](F)(F)C(O)=O.[F:8][CH:9]([F:28])[O:10][C:11]1[CH:19]=[CH:18][CH:17]=[C:16]2[C:12]=1[CH:13]=[C:14]([C:20]([NH:22][C@@H:23]1[CH2:27][CH2:26][NH:25][CH2:24]1)=[O:21])[NH:15]2.N, predict the reaction product. The product is: [F:28][CH:9]([F:8])[O:10][C:11]1[CH:19]=[CH:18][CH:17]=[C:16]2[C:12]=1[CH:13]=[C:14]([C:20]([NH:22][C@@H:23]1[CH2:27][CH2:26][N:25]([CH3:2])[CH2:24]1)=[O:21])[NH:15]2. (4) Given the reactants [CH3:1][C:2]1[CH:9]=[CH:8][C:5]([C:6]#[N:7])=[C:4]([Cl:10])[CH:3]=1.BrN1C(=O)CCC1=O.Cl.[C:20]([O:24][C:25](=[O:29])[CH2:26][NH:27][CH3:28])([CH3:23])([CH3:22])[CH3:21].C([O-])([O-])=O.[K+].[K+], predict the reaction product. The product is: [C:6]([C:5]1[CH:8]=[CH:9][C:2]([CH2:1][N:27]([CH3:28])[CH2:26][C:25]([O:24][C:20]([CH3:23])([CH3:22])[CH3:21])=[O:29])=[CH:3][C:4]=1[Cl:10])#[N:7]. (5) Given the reactants O[C@H:2]([CH3:24])[CH2:3][N:4]1[C:12]2[C:7](=[CH:8][CH:9]=[C:10]3[O:16][CH2:15][C@H:14]([O:17][CH2:18][CH2:19][NH:20][C:21](=[O:23])[CH3:22])[CH2:13][C:11]3=2)[CH:6]=[N:5]1.C(N(CC)CC)C.CS(OS(C)(=O)=O)(=O)=O.[N-:41]=[N+:42]=[N-:43].[Na+], predict the reaction product. The product is: [N:41]([C@@H:2]([CH3:24])[CH2:3][N:4]1[C:12]2[C:7](=[CH:8][CH:9]=[C:10]3[O:16][CH2:15][C@H:14]([O:17][CH2:18][CH2:19][NH:20][C:21](=[O:23])[CH3:22])[CH2:13][C:11]3=2)[CH:6]=[N:5]1)=[N+:42]=[N-:43]. (6) Given the reactants [Br:1][C:2]1[S:3][C:4]([CH:7]=O)=[CH:5][N:6]=1.C(O[BH-](OC(=O)C)OC(=O)C)(=O)C.[Na+].[CH3:23][CH:24]([CH3:27])[CH2:25][NH2:26].C(O)(=O)C.[OH-].[Na+], predict the reaction product. The product is: [Br:1][C:2]1[S:3][C:4]([CH2:7][NH:26][CH2:25][CH:24]([CH3:27])[CH3:23])=[CH:5][N:6]=1.